This data is from Full USPTO retrosynthesis dataset with 1.9M reactions from patents (1976-2016). The task is: Predict the reactants needed to synthesize the given product. (1) Given the product [CH2:1]([O:3][C:4]([C:6]1[C:7]([OH:22])=[C:8]2[C:15]([C:16]3[CH:21]=[CH:20][CH:19]=[CH:18][CH:17]=3)=[N:14][S:13][C:9]2=[C:10]([C:28]2[CH:33]=[CH:32][N:31]=[CH:30][CH:29]=2)[N:11]=1)=[O:5])[CH3:2], predict the reactants needed to synthesize it. The reactants are: [CH2:1]([O:3][C:4]([C:6]1[C:7]([OH:22])=[C:8]2[C:15]([C:16]3[CH:21]=[CH:20][CH:19]=[CH:18][CH:17]=3)=[N:14][S:13][C:9]2=[C:10](Br)[N:11]=1)=[O:5])[CH3:2].C([Sn](CCCC)(CCCC)[C:28]1[CH:33]=[CH:32][N:31]=[CH:30][CH:29]=1)CCC. (2) Given the product [Br:1][C:2]1[CH:3]=[C:4]([CH3:16])[C:5]([C:9]2[C:13](=[O:14])[CH2:12][CH2:11][C:10]=2[O:15][CH3:17])=[C:6]([CH3:8])[CH:7]=1, predict the reactants needed to synthesize it. The reactants are: [Br:1][C:2]1[CH:7]=[C:6]([CH3:8])[C:5]([CH:9]2[C:13](=[O:14])[CH2:12][CH2:11][C:10]2=[O:15])=[C:4]([CH3:16])[CH:3]=1.[C:17](=O)([O-])[O-].[K+].[K+].IC. (3) Given the product [ClH:32].[NH2:1][CH:2]1[CH2:6][CH2:5][N:4]([C:7]2[N:8]=[CH:9][C:10]([NH:13][C:14]3[C:23]4[C:18](=[CH:19][CH:20]=[C:21]([C:24]5[CH:29]=[C:28]([F:30])[C:27]([OH:31])=[C:26]([Cl:32])[CH:25]=5)[CH:22]=4)[N:17]=[CH:16][C:15]=3[C:33]([CH:35]3[CH2:36][CH2:37]3)=[O:34])=[CH:11][N:12]=2)[CH2:3]1, predict the reactants needed to synthesize it. The reactants are: [NH2:1][CH:2]1[CH2:6][CH2:5][N:4]([C:7]2[N:12]=[CH:11][C:10]([NH:13][C:14]3[C:23]4[C:18](=[CH:19][CH:20]=[C:21]([C:24]5[CH:29]=[C:28]([F:30])[C:27]([OH:31])=[C:26]([Cl:32])[CH:25]=5)[CH:22]=4)[N:17]=[CH:16][C:15]=3[C:33]([CH:35]3[CH2:37][CH2:36]3)=[O:34])=[CH:9][N:8]=2)[CH2:3]1.Cl. (4) Given the product [N:29]1[CH:34]=[CH:33][CH:32]=[CH:31][C:30]=1[O:35][CH2:36][C:37]1[CH:38]=[CH:39][C:40]([CH2:2][C:3]2[CH:7]=[C:6]([C:8]3[C:9]([N:14]([C:22]([O:24][C:25]([CH3:28])([CH3:27])[CH3:26])=[O:23])[C:15]([O:17][C:18]([CH3:21])([CH3:20])[CH3:19])=[O:16])=[N:10][CH:11]=[CH:12][CH:13]=3)[O:5][N:4]=2)=[CH:41][CH:42]=1, predict the reactants needed to synthesize it. The reactants are: Br[CH2:2][C:3]1[CH:7]=[C:6]([C:8]2[C:9]([N:14]([C:22]([O:24][C:25]([CH3:28])([CH3:27])[CH3:26])=[O:23])[C:15]([O:17][C:18]([CH3:21])([CH3:20])[CH3:19])=[O:16])=[N:10][CH:11]=[CH:12][CH:13]=2)[O:5][N:4]=1.[N:29]1[CH:34]=[CH:33][CH:32]=[CH:31][C:30]=1[O:35][CH2:36][C:37]1[CH:42]=[CH:41][C:40](B(O)O)=[CH:39][CH:38]=1.P([O-])([O-])([O-])=O.[K+].[K+].[K+].C1(P(C2C=CC=CC=2)C2C=CC=CC=2)C=CC=CC=1.CC1C=C(C2C(N(C(OC(C)(C)C)=O)C(OC(C)(C)C)=O)=NC=CC=2)ON=1. (5) Given the product [ClH:32].[ClH:32].[C:1]1([C:7]2[CH:12]=[C:11]([N:13]3[CH2:18][CH2:17][NH:16][CH2:15][CH2:14]3)[CH:10]=[CH:9][N:8]=2)[CH:2]=[CH:3][CH:4]=[CH:5][CH:6]=1, predict the reactants needed to synthesize it. The reactants are: [C:1]1([C:7]2[CH:12]=[C:11]([N:13]3[CH2:18][CH2:17][N:16](C(OC(C)(C)C)=O)[CH2:15][CH2:14]3)[CH:10]=[CH:9][N:8]=2)[CH:6]=[CH:5][CH:4]=[CH:3][CH:2]=1.C(OCC)(=O)C.[ClH:32]. (6) Given the product [Br:17][CH2:1][C:2]([C:4]1[CH:9]=[CH:8][CH:7]=[CH:6][CH:5]=1)=[O:3], predict the reactants needed to synthesize it. The reactants are: [CH3:1][C:2]([C:4]1[CH:9]=[CH:8][C:7](OC2C=CC=CC=2)=[CH:6][CH:5]=1)=[O:3].[Br:17]Br. (7) Given the product [CH2:1]([C@@:5]1([CH2:31][CH3:32])[NH:11][C@H:10]([C:12]2[CH:13]=[CH:14][CH:15]=[CH:16][CH:17]=2)[C:9]2[CH:18]=[C:19]([O:27][CH3:28])[C:20]([CH2:22][CH2:23][C:24]([NH:67][C:68]([CH3:74])([C:69]([O:71][CH3:72])=[O:70])[CH3:73])=[O:25])=[CH:21][C:8]=2[S:7](=[O:29])(=[O:30])[CH2:6]1)[CH2:2][CH2:3][CH3:4], predict the reactants needed to synthesize it. The reactants are: [CH2:1]([C@@:5]1([CH2:31][CH3:32])[NH:11][C@H:10]([C:12]2[CH:17]=[CH:16][CH:15]=[CH:14][CH:13]=2)[C:9]2[CH:18]=[C:19]([O:27][CH3:28])[C:20]([CH2:22][CH2:23][C:24](O)=[O:25])=[CH:21][C:8]=2[S:7](=[O:30])(=[O:29])[CH2:6]1)[CH2:2][CH2:3][CH3:4].CCN(C(C)C)C(C)C.CN(C(ON1N=NC2C=CC=NC1=2)=[N+](C)C)C.F[P-](F)(F)(F)(F)F.Cl.[NH2:67][C:68]([CH3:74])([CH3:73])[C:69]([O:71][CH3:72])=[O:70]. (8) Given the product [CH2:11]([O:18][C:19](=[O:23])[C@H:20]([CH3:21])[NH:3][C@H:4]([C:8]([O:10][CH2:24][CH3:25])=[O:9])[CH2:5][CH2:6][CH3:7])[C:12]1[CH:17]=[CH:16][CH:15]=[CH:14][CH:13]=1, predict the reactants needed to synthesize it. The reactants are: C([NH:3][C@H:4]([C:8]([O-:10])=[O:9])[CH2:5][CH2:6][CH3:7])C.[CH2:11]([O:18][C:19](=[O:23])[C@H:20](Br)[CH3:21])[C:12]1[CH:17]=[CH:16][CH:15]=[CH:14][CH:13]=1.[CH2:24](N(CC)CC)[CH3:25].